Dataset: Kir2.1 potassium channel HTS with 301,493 compounds. Task: Binary Classification. Given a drug SMILES string, predict its activity (active/inactive) in a high-throughput screening assay against a specified biological target. (1) The drug is o1c2c3c(OC)c(C\C=C(/C)C)c(O)cc3oc(=O)c2c2c1cc(O)cc2. The result is 0 (inactive). (2) The molecule is s1c2c(c3c(=O)n(C4CCCCC4)c(SCC(C)=C)nc13)CCN(C2)C. The result is 0 (inactive). (3) The drug is Oc1c(n2nnc3c2cccc3)cc(c(c1)C#N)C#N. The result is 0 (inactive). (4) The compound is Clc1c(=O)n(ncc1OC)c1cc(ccc1)C(F)(F)F. The result is 0 (inactive). (5) The molecule is O=C1N(C(Cc2ccccc2)C(=O)N)C(=O)c2c1cccc2. The result is 0 (inactive). (6) The molecule is O=C1N(N=C(C1)C(O)=O)c1ccccc1. The result is 0 (inactive). (7) The drug is Fc1ccc(/C=C(/NC(=O)c2ccc(cc2)C)C(=O)NCCCn2ccnc2)cc1. The result is 0 (inactive). (8) The drug is O1CCN(CC1)C(=O)C(/NC(=O)c1occc1)=C\c1ccc([N+]([O-])=O)cc1. The result is 0 (inactive).